Predict the reactants needed to synthesize the given product. From a dataset of Full USPTO retrosynthesis dataset with 1.9M reactions from patents (1976-2016). (1) Given the product [Cl:2][C:3]1[CH:8]=[C:7]([Cl:9])[CH:6]=[CH:5][C:4]=1[CH2:10][CH2:11][O:12][C:13]1[CH:14]=[C:15]([CH:25]=[CH:26][C:27]=1[O:28][CH3:29])[C:16]([NH:18][CH:19]1[CH2:24][CH2:23][N:22]([CH2:33][C:34]([OH:36])=[O:35])[CH2:21][CH2:20]1)=[O:17], predict the reactants needed to synthesize it. The reactants are: Cl.[Cl:2][C:3]1[CH:8]=[C:7]([Cl:9])[CH:6]=[CH:5][C:4]=1[CH2:10][CH2:11][O:12][C:13]1[CH:14]=[C:15]([CH:25]=[CH:26][C:27]=1[O:28][CH3:29])[C:16]([NH:18][CH:19]1[CH2:24][CH2:23][NH:22][CH2:21][CH2:20]1)=[O:17].[OH-].[Na+].Br[CH2:33][C:34]([OH:36])=[O:35].Cl. (2) Given the product [CH2:1]([O:3][C:4]1[CH:9]=[CH:8][C:7]([S:10]([N:28]([CH2:26][CH3:27])[CH2:29][CH2:30][OH:31])(=[O:12])=[O:11])=[CH:6][C:5]=1[C:14]1[NH:19][C:18](=[O:20])[C:17]2=[C:21]([CH3:25])[N:22]=[C:23]([CH3:24])[N:16]2[N:15]=1)[CH3:2], predict the reactants needed to synthesize it. The reactants are: [CH2:1]([O:3][C:4]1[CH:9]=[CH:8][C:7]([S:10](Cl)(=[O:12])=[O:11])=[CH:6][C:5]=1[C:14]1[NH:19][C:18](=[O:20])[C:17]2=[C:21]([CH3:25])[N:22]=[C:23]([CH3:24])[N:16]2[N:15]=1)[CH3:2].[CH2:26]([NH:28][CH2:29][CH2:30][OH:31])[CH3:27].